From a dataset of Full USPTO retrosynthesis dataset with 1.9M reactions from patents (1976-2016). Predict the reactants needed to synthesize the given product. (1) Given the product [N+:4]([C:5]1[CH:14]=[C:13]2[C:9]([CH2:10][CH2:11][CH2:12]2)=[CH:8][C:6]=1[NH:7][C:36](=[O:35])[CH3:37])([O-:15])=[O:17], predict the reactants needed to synthesize it. The reactants are: ClC1N=[N+:4]([O-:15])[C:5]2[CH:14]=[C:13]3[C:9]([CH2:10][CH2:11][CH2:12]3)=[CH:8][C:6]=2[N:7]=1.C[O:17]C1CCCN(CCN)C1.CCN(CC)CC.C[O:35][CH2:36][CH2:37]OC. (2) Given the product [OH:39][C:35]1[CH:34]=[C:33]([CH:31]([O:30][C:28]([NH:27][C:22]2[C:23]([CH3:26])=[N:24][O:25][C:21]=2[C:18]2[CH:19]=[CH:20][C:15]([C:12]3[CH:11]=[CH:10][C:9]([C:6]4([C:4]([OH:5])=[O:3])[CH2:7][CH2:8]4)=[CH:14][CH:13]=3)=[CH:16][CH:17]=2)=[O:29])[CH3:32])[CH:38]=[CH:37][CH:36]=1, predict the reactants needed to synthesize it. The reactants are: C([O:3][C:4]([C:6]1([C:9]2[CH:14]=[CH:13][C:12]([C:15]3[CH:20]=[CH:19][C:18]([C:21]4[O:25][N:24]=[C:23]([CH3:26])[C:22]=4[NH:27][C:28]([O:30][CH:31]([C:33]4[CH:38]=[CH:37][CH:36]=[C:35]([O:39][Si](C(C)(C)C)(C)C)[CH:34]=4)[CH3:32])=[O:29])=[CH:17][CH:16]=3)=[CH:11][CH:10]=2)[CH2:8][CH2:7]1)=[O:5])C.CO.[OH-].[Li+].